From a dataset of CYP2D6 substrate classification data from Carbon-Mangels et al.. Regression/Classification. Given a drug SMILES string, predict its absorption, distribution, metabolism, or excretion properties. Task type varies by dataset: regression for continuous measurements (e.g., permeability, clearance, half-life) or binary classification for categorical outcomes (e.g., BBB penetration, CYP inhibition). Dataset: cyp2d6_substrate_carbonmangels. (1) The molecule is CO[C@H]1C[C@H](O[C@@H]2[C@@H](C)C(=O)O[C@H](C)[C@H](C)[C@H](OC(C)=O)[C@@H](C)C(=O)[C@@]3(CO3)C[C@H](C)[C@H](O[C@@H]3O[C@H](C)C[C@H](N(C)C)[C@H]3OC(C)=O)[C@H]2C)O[C@@H](C)[C@@H]1OC(C)=O. The result is 0 (non-substrate). (2) The compound is C/C=C/C[C@@H](C)C(=O)[C@H]1C(=O)N[C@@H](C(C)C)C(=O)N(C)CC(=O)N(C)[C@@H](CC(C)C)C(=O)N[C@H](C(C)C)C(=O)N(C)[C@@H](CC(C)C)C(=O)N[C@@H](C)C(=O)N[C@H](C)C(=O)N(C)[C@@H](CC(C)C)C(=O)N(C)[C@@H](CC(C)C)C(=O)N(C)[C@@H](C(C)C)C(=O)N1C. The result is 0 (non-substrate). (3) The compound is Cc1ccc(C(=O)[C@H](C)CN2CCCCC2)cc1. The result is 1 (substrate). (4) The drug is CC(C)/N=C(N)\N=C(/N)Nc1ccc(Cl)cc1. The result is 0 (non-substrate). (5) The molecule is CCC(=O)N(c1ccccc1)C1CCN(CCc2ccccc2)CC1. The result is 0 (non-substrate).